From a dataset of Peptide-MHC class II binding affinity with 134,281 pairs from IEDB. Regression. Given a peptide amino acid sequence and an MHC pseudo amino acid sequence, predict their binding affinity value. This is MHC class II binding data. The peptide sequence is PLSVASMTSPLLTWD. The MHC is HLA-DPA10201-DPB10501 with pseudo-sequence HLA-DPA10201-DPB10501. The binding affinity (normalized) is 0.414.